From a dataset of Full USPTO retrosynthesis dataset with 1.9M reactions from patents (1976-2016). Predict the reactants needed to synthesize the given product. (1) Given the product [OH:23][CH2:22][C:21]1[C:20]([C:4]2[CH:5]=[C:6]([NH:9][C:10]3[CH:19]=[C:13]4[CH2:14][N:15]([CH3:18])[CH2:16][CH2:17][N:12]4[N:11]=3)[C:7](=[O:8])[N:2]([CH3:1])[CH:3]=2)=[CH:27][N:26]=[CH:25][C:24]=1[N:28]1[CH2:40][CH2:39][N:31]2[C:32]3[CH2:33][CH2:34][CH2:35][CH2:36][C:37]=3[CH:38]=[C:30]2[C:29]1=[O:41], predict the reactants needed to synthesize it. The reactants are: [CH3:1][N:2]1[C:7](=[O:8])[C:6]([NH:9][C:10]2[CH:19]=[C:13]3[CH2:14][N:15]([CH3:18])[CH2:16][CH2:17][N:12]3[N:11]=2)=[CH:5][C:4]([C:20]2[CH:27]=[N:26][CH:25]=[C:24]([N:28]3[CH2:40][CH2:39][N:31]4[C:32]5[CH2:33][CH2:34][CH2:35][CH2:36][C:37]=5[CH:38]=[C:30]4[C:29]3=[O:41])[C:21]=2[CH:22]=[O:23])=[CH:3]1.[BH4-].[Na+]. (2) Given the product [CH3:1][C:2]([CH3:15])([CH2:12][CH2:13][CH3:14])[CH2:3][C:4]1[CH:5]=[CH:6][C:7]([CH2:8][OH:9])=[CH:10][CH:11]=1, predict the reactants needed to synthesize it. The reactants are: [CH3:1][C:2]([CH3:15])([CH2:12][CH2:13][CH3:14])[CH2:3][C:4]1[CH:11]=[CH:10][C:7]([CH:8]=[O:9])=[CH:6][CH:5]=1.C(C(C1C=CC(C=O)=CC=1)(C)CC)C.[BH4-].[K+]. (3) Given the product [NH2:27][C:23]1[C:22]2[N:21]([C:20]([CH:28]3[CH2:31][CH2:30][CH2:29]3)=[N:19][C:18]=2[C:14]2[CH:13]=[C:12]([CH:17]=[CH:16][CH:15]=2)[O:11][CH2:10][C:6]2[CH:5]=[C:4]([CH2:3][OH:2])[CH:9]=[CH:8][CH:7]=2)[CH:26]=[CH:25][N:24]=1, predict the reactants needed to synthesize it. The reactants are: C[O:2][C:3](=O)[C:4]1[CH:9]=[CH:8][CH:7]=[C:6]([CH2:10][O:11][C:12]2[CH:17]=[CH:16][CH:15]=[C:14]([C:18]3[N:19]=[C:20]([CH:28]4[CH2:31][CH2:30][CH2:29]4)[N:21]4[CH:26]=[CH:25][N:24]=[C:23]([NH2:27])[C:22]=34)[CH:13]=2)[CH:5]=1.C(OCC)(=O)C. (4) Given the product [OH:1][C:2]1([C:8]2[S:9][CH:10]=[CH:11][CH:12]=2)[CH2:3][CH2:4][N:5]([CH2:14][CH2:15][C:16]2[CH:17]=[C:18]3[C:23](=[CH:24][CH:25]=2)[NH:22][C:21](=[O:26])[CH2:20][CH2:19]3)[CH2:6][CH2:7]1, predict the reactants needed to synthesize it. The reactants are: [OH:1][C:2]1([C:8]2[S:9][CH:10]=[CH:11][CH:12]=2)[CH2:7][CH2:6][NH:5][CH2:4][CH2:3]1.Cl[CH2:14][CH2:15][C:16]1[CH:17]=[C:18]2[C:23](=[CH:24][CH:25]=1)[NH:22][C:21](=[O:26])[CH2:20][CH2:19]2.C(=O)([O-])[O-].[K+].[K+]. (5) Given the product [CH:6]1[C:7]([CH2:15][C@@H:16]([NH2:33])[CH2:17][C:18]([N:20]2[CH2:32][C:24]3=[N:25][N:26]=[C:27]([C:28]([F:31])([F:30])[F:29])[N:23]3[CH2:22][CH2:21]2)=[O:19])=[C:8]([F:14])[CH:9]=[C:10]([F:13])[C:11]=1[F:12].[S:2]([O-:5])([OH:4])(=[O:3])=[O:1], predict the reactants needed to synthesize it. The reactants are: [OH:1][S:2]([OH:5])(=[O:4])=[O:3].[CH:6]1[C:7]([CH2:15][C@@H:16]([NH2:33])[CH2:17][C:18]([N:20]2[CH2:32][C:24]3=[N:25][N:26]=[C:27]([C:28]([F:31])([F:30])[F:29])[N:23]3[CH2:22][CH2:21]2)=[O:19])=[C:8]([F:14])[CH:9]=[C:10]([F:13])[C:11]=1[F:12].